The task is: Predict the product of the given reaction.. This data is from Forward reaction prediction with 1.9M reactions from USPTO patents (1976-2016). The product is: [CH:24]([C:18]1[C:17]2[C:21](=[CH:22][CH:23]=[C:15]([CH:14]3[C:13]([C:30]#[N:31])=[C:12]([CH3:32])[NH:11][C:10]([CH3:33])=[C:9]3[C:7]#[N:8])[CH:16]=2)[NH:20][N:19]=1)=[O:25]. Given the reactants [H-].[Al+3].[Li+].[H-].[H-].[H-].[C:7]([C:9]1[CH:14]([C:15]2[CH:16]=[C:17]3[C:21](=[CH:22][CH:23]=2)[NH:20][N:19]=[C:18]3[C:24](N(OC)C)=[O:25])[C:13]([C:30]#[N:31])=[C:12]([CH3:32])[NH:11][C:10]=1[CH3:33])#[N:8], predict the reaction product.